Dataset: Retrosynthesis with 50K atom-mapped reactions and 10 reaction types from USPTO. Task: Predict the reactants needed to synthesize the given product. (1) Given the product C[C@@H](O)C(=O)NC1CCN(C(=O)OC(C)(C)C)CC1, predict the reactants needed to synthesize it. The reactants are: C[C@@H](OCc1ccccc1)C(=O)NC1CCN(C(=O)OC(C)(C)C)CC1. (2) Given the product O=S([O-])([O-])=[SH]Cc1ccc(O)cc1, predict the reactants needed to synthesize it. The reactants are: CC(=O)Oc1ccc(C[SH]=S(=O)([O-])[O-])cc1.